This data is from Full USPTO retrosynthesis dataset with 1.9M reactions from patents (1976-2016). The task is: Predict the reactants needed to synthesize the given product. (1) Given the product [CH2:20]([N:9]([CH2:2][C:3]1[CH:4]=[CH:5][CH:6]=[CH:7][CH:8]=1)[C:10]1[CH:11]=[C:12]([CH3:19])[C:13]([CH:14]2[O:29][CH2:28][CH2:27][O:15]2)=[CH:16][C:17]=1[CH3:18])[C:21]1[CH:22]=[CH:23][CH:24]=[CH:25][CH:26]=1, predict the reactants needed to synthesize it. The reactants are: Cl.[CH2:2]([N:9]([CH2:20][C:21]1[CH:26]=[CH:25][CH:24]=[CH:23][CH:22]=1)[C:10]1[C:17]([CH3:18])=[CH:16][C:13]([CH:14]=[O:15])=[C:12]([CH3:19])[CH:11]=1)[C:3]1[CH:8]=[CH:7][CH:6]=[CH:5][CH:4]=1.[CH2:27](O)[CH2:28][OH:29].C1(C)C=CC(S(O)(=O)=O)=CC=1. (2) Given the product [N+:59](=[CH:61][C:16](=[O:18])[C@H:12]([NH:11][C:9](=[O:10])[O:8][CH2:1][C:2]1[CH:3]=[CH:4][CH:5]=[CH:6][CH:7]=1)[CH:13]([CH3:14])[CH3:15])=[N-:60], predict the reactants needed to synthesize it. The reactants are: [CH2:1]([O:8][C:9]([NH:11][C@@H:12]([C:16]([OH:18])=O)[CH:13]([CH3:15])[CH3:14])=[O:10])[C:2]1[CH:7]=[CH:6][CH:5]=[CH:4][CH:3]=1.C(N(CC)CC)C.ClC(OCC(C)C)=O.C(OC(N[C@@H](C(OC(OCC(C)C)=O)=O)C(C)C)=O)C1C=CC=CC=1.[N+:59](=[CH2:61])=[N-:60]. (3) Given the product [O:1]=[C:2]1[C:11]2[C:6](=[CH:7][CH:8]=[C:9]([C:12]([Cl:18])=[O:14])[CH:10]=2)[N:5]=[CH:4][NH:3]1, predict the reactants needed to synthesize it. The reactants are: [O:1]=[C:2]1[C:11]2[C:6](=[CH:7][CH:8]=[C:9]([C:12]([OH:14])=O)[CH:10]=2)[N:5]=[CH:4][NH:3]1.C(Cl)(=O)C([Cl:18])=O.CN(C=O)C.